Dataset: Reaction yield outcomes from USPTO patents with 853,638 reactions. Task: Predict the reaction yield, written as a fraction of the theoretical maximum amount of product (1.0 means a 100% yield; for example, 0.34 means a 34% yield). (1) The reactants are [CH2:1]([OH:16])[C:2]#[C:3][CH2:4][CH2:5][CH2:6][CH2:7][CH2:8][CH2:9][CH2:10][CH2:11][CH2:12][CH2:13][CH2:14][CH3:15].[H-].[Na+].C(N)CN. The yield is 0.760. The product is [CH2:1]([OH:16])[CH2:2][CH2:3][CH2:4][CH2:5][CH2:6][CH2:7][CH2:8][CH2:9][CH2:10][CH2:11][CH2:12][CH2:13][C:14]#[CH:15]. No catalyst specified. (2) The reactants are [OH-:1].[Na+].[CH3:3][C:4]1[C:12]2[C:7](=[N:8][CH:9]=[CH:10][CH:11]=2)[NH:6][N:5]=1.[O-][Mn](=O)(=O)=O.[K+].C[OH:20]. The catalyst is O.C(Cl)Cl. The product is [NH:6]1[C:7]2=[N:8][CH:9]=[CH:10][CH:11]=[C:12]2[C:4]([C:3]([OH:20])=[O:1])=[N:5]1. The yield is 0.810. (3) The reactants are Cl.C[O:3][C:4](=[O:38])[C:5]1[CH:10]=[CH:9][C:8]([O:11][C:12]2[CH:17]=[CH:16][C:15]([CH2:18][C@H:19]([NH2:37])[C:20]3[N:21]([CH2:33][CH2:34][CH2:35][CH3:36])[CH:22]=[C:23]([C:25]4[CH:30]=[CH:29][C:28]([Cl:31])=[CH:27][C:26]=4[Cl:32])[N:24]=3)=[CH:14][CH:13]=2)=[CH:7][CH:6]=1.[Cl:39][C:40]1[CH:45]=[C:44]([Cl:46])[CH:43]=[CH:42][C:41]=1[N:47]=[C:48]=[O:49].NC(N)=O. No catalyst specified. The product is [CH2:33]([N:21]1[CH:22]=[C:23]([C:25]2[CH:30]=[CH:29][C:28]([Cl:31])=[CH:27][C:26]=2[Cl:32])[N:24]=[C:20]1[C@@H:19]([NH:37][C:48]([NH:47][C:41]1[CH:42]=[CH:43][C:44]([Cl:46])=[CH:45][C:40]=1[Cl:39])=[O:49])[CH2:18][C:15]1[CH:14]=[CH:13][C:12]([O:11][C:8]2[CH:9]=[CH:10][C:5]([C:4]([OH:3])=[O:38])=[CH:6][CH:7]=2)=[CH:17][CH:16]=1)[CH2:34][CH2:35][CH3:36]. The yield is 0.710. (4) The reactants are C([O-])=O.[NH4+:4].[Br:5][C:6]1[CH:7]=[C:8]([N:12]2[CH:16]([N:17]([C:23]([CH:25]3[CH2:27][CH2:26]3)=O)C(C3CC3)=O)[CH:15]([CH:28]=O)[C:14]([C:30]([O:32][CH2:33][CH3:34])=[O:31])=[N:13]2)[CH:9]=[CH:10][CH:11]=1. The catalyst is C(O)(C)(C)C.C(OCC)(=O)C. The product is [Br:5][C:6]1[CH:7]=[C:8]([N:12]2[C:16]3=[N:17][C:23]([CH:25]4[CH2:27][CH2:26]4)=[N:4][CH:28]=[C:15]3[C:14]([C:30]([O:32][CH2:33][CH3:34])=[O:31])=[N:13]2)[CH:9]=[CH:10][CH:11]=1. The yield is 0.490. (5) The reactants are [CH3:1][CH:2]([CH2:4][CH2:5][CH2:6][C@H:7]([C@@H:9]1[C@:26]2([CH3:27])[C@H:12]([C@H:13]3[C@H:23]([CH2:24][CH2:25]2)[C@:21]2([CH3:22])[C:16]([CH2:17][C@@H:18]([N:28](S(C4C=CC=CC=4[N+]([O-])=O)(=O)=O)[CH2:29][CH2:30][CH2:31][NH:32][C:33](=[O:57])[CH2:34][CH2:35][NH:36][C:37](=[O:56])[CH2:38][CH2:39][CH2:40][CH2:41][CH2:42][NH:43][C:44]4[C:49]5=[N:50][O:51][N:52]=[C:48]5[C:47]([N+:53]([O-:55])=[O:54])=[CH:46][CH:45]=4)[CH2:19][CH2:20]2)=[CH:15][CH2:14]3)[CH2:11][CH2:10]1)[CH3:8])[CH3:3].C([O-])([O-])=O.[K+].[K+].C1(S)C=CC=CC=1. The catalyst is CN(C)C=O.O1CCCC1. The product is [CH3:3][CH:2]([CH2:4][CH2:5][CH2:6][C@H:7]([C@@H:9]1[C@:26]2([CH3:27])[C@H:12]([C@H:13]3[C@H:23]([CH2:24][CH2:25]2)[C@:21]2([CH3:22])[C:16]([CH2:17][C@@H:18]([NH:28][CH2:29][CH2:30][CH2:31][NH:32][C:33](=[O:57])[CH2:34][CH2:35][NH:36][C:37](=[O:56])[CH2:38][CH2:39][CH2:40][CH2:41][CH2:42][NH:43][C:44]4[C:49]5=[N:50][O:51][N:52]=[C:48]5[C:47]([N+:53]([O-:55])=[O:54])=[CH:46][CH:45]=4)[CH2:19][CH2:20]2)=[CH:15][CH2:14]3)[CH2:11][CH2:10]1)[CH3:8])[CH3:1]. The yield is 0.320. (6) The reactants are [OH-].[Na+].Cl.Cl.[CH3:5][N:6]1[C:10]2[CH:11]=[C:12]([O:15][C:16]3[CH:21]=[CH:20][CH:19]=[C:18]([N:22]4[CH2:27][CH2:26][O:25][CH2:24][CH2:23]4)[CH:17]=3)[CH:13]=[CH:14][C:9]=2[N:8]=[C:7]1[CH2:28][O:29][C:30]1[CH:31]=[C:32]([CH:37]=[CH:38][CH:39]=1)[C:33]([O:35]C)=[O:34].Cl. The catalyst is O1CCOCC1. The product is [CH3:5][N:6]1[C:10]2[CH:11]=[C:12]([O:15][C:16]3[CH:21]=[CH:20][CH:19]=[C:18]([N:22]4[CH2:23][CH2:24][O:25][CH2:26][CH2:27]4)[CH:17]=3)[CH:13]=[CH:14][C:9]=2[N:8]=[C:7]1[CH2:28][O:29][C:30]1[CH:31]=[C:32]([CH:37]=[CH:38][CH:39]=1)[C:33]([OH:35])=[O:34]. The yield is 0.590. (7) The reactants are C([O-])=O.[NH4+].C([N:12]1[CH2:17][CH2:16][C:15]2([C:25]3[C:20](=[CH:21][CH:22]=[CH:23][C:24]=3[C@H:26]3[CH2:30][CH2:29][CH2:28][N:27]3[C:31]([O:33][C:34]([CH3:37])([CH3:36])[CH3:35])=[O:32])[N:19]([C:38]3[C:39]4[C@H:46]([CH3:47])[CH2:45][CH2:44][C:40]=4[N:41]=[CH:42][N:43]=3)[CH2:18]2)[CH2:14][CH2:13]1)C1C=CC=CC=1. The catalyst is [Pd].CO. The product is [CH3:47][C@H:46]1[C:39]2[C:38]([N:19]3[C:20]4[C:25](=[C:24]([C@H:26]5[CH2:30][CH2:29][CH2:28][N:27]5[C:31]([O:33][C:34]([CH3:35])([CH3:37])[CH3:36])=[O:32])[CH:23]=[CH:22][CH:21]=4)[C:15]4([CH2:16][CH2:17][NH:12][CH2:13][CH2:14]4)[CH2:18]3)=[N:43][CH:42]=[N:41][C:40]=2[CH2:44][CH2:45]1. The yield is 0.630.